Predict the product of the given reaction. From a dataset of Forward reaction prediction with 1.9M reactions from USPTO patents (1976-2016). (1) Given the reactants [CH3:1][O:2][C:3]1[CH:4]=[C:5]([CH:21]=[CH:22][C:23]=1[O:24][CH2:25][C:26]1[N:27]=[C:28]([C:32]2[CH:37]=[CH:36][CH:35]=[CH:34][CH:33]=2)[O:29][C:30]=1[CH3:31])[CH2:6][O:7][C:8]1[CH:12]=[C:11]([CH:13]=O)[N:10]([C:15]2[CH:20]=[CH:19][CH:18]=[CH:17][CH:16]=2)[N:9]=1.Cl.NO.[N:41]1C=CC=CC=1.Cl, predict the reaction product. The product is: [CH3:1][O:2][C:3]1[CH:4]=[C:5]([CH:21]=[CH:22][C:23]=1[O:24][CH2:25][C:26]1[N:27]=[C:28]([C:32]2[CH:37]=[CH:36][CH:35]=[CH:34][CH:33]=2)[O:29][C:30]=1[CH3:31])[CH2:6][O:7][C:8]1[CH:12]=[C:11]([C:13]#[N:41])[N:10]([C:15]2[CH:20]=[CH:19][CH:18]=[CH:17][CH:16]=2)[N:9]=1. (2) Given the reactants Cl.[NH2:2][CH2:3][C:4]([NH2:6])=[O:5].[OH-].[Na+].[C:9](O[C:9]([O:11][C:12]([CH3:15])([CH3:14])[CH3:13])=[O:10])([O:11][C:12]([CH3:15])([CH3:14])[CH3:13])=[O:10].CCCCCC.CC(C)=O, predict the reaction product. The product is: [C:9]([NH:2][CH2:3][C:4]([NH2:6])=[O:5])([O:11][C:12]([CH3:15])([CH3:14])[CH3:13])=[O:10]. (3) Given the reactants Br[C:2]1[CH:3]=[C:4]2[C:9](=[CH:10][CH:11]=1)[C:8](=[O:12])[N:7]([CH3:13])[CH:6]=[CH:5]2.[CH3:14][C:15]1[CH:16]=[N:17][NH:18][CH:19]=1.C([O-])([O-])=O.[K+].[K+].C(OCC)(=O)C, predict the reaction product. The product is: [CH3:13][N:7]1[CH:6]=[CH:5][C:4]2[C:9](=[CH:10][CH:11]=[C:2]([N:17]3[CH:16]=[C:15]([CH3:14])[CH:19]=[N:18]3)[CH:3]=2)[C:8]1=[O:12]. (4) Given the reactants [Cl:1][C:2]1[CH:7]=[CH:6][N:5]=[C:4]([O:8][C:9]2[CH:14]=[CH:13][CH:12]=[CH:11][C:10]=2[Cl:15])[N:3]=1.C(NC(C)C)(C)C.[Li].[S:24]1[CH:28]=[CH:27][CH:26]=[C:25]1[CH:29]=[O:30], predict the reaction product. The product is: [Cl:1][C:2]1[C:7]([CH:29]([C:25]2[S:24][CH:28]=[CH:27][CH:26]=2)[OH:30])=[CH:6][N:5]=[C:4]([O:8][C:9]2[CH:14]=[CH:13][CH:12]=[CH:11][C:10]=2[Cl:15])[N:3]=1.